This data is from Forward reaction prediction with 1.9M reactions from USPTO patents (1976-2016). The task is: Predict the product of the given reaction. (1) Given the reactants [NH:1]1[CH2:6][CH2:5][CH:4]([OH:7])[CH2:3][CH2:2]1.C(=O)([O-])[O-].[K+].[K+].Br[CH:15]([CH3:17])[CH3:16].Cl, predict the reaction product. The product is: [CH:15]([N:1]1[CH2:6][CH2:5][CH:4]([OH:7])[CH2:3][CH2:2]1)([CH3:17])[CH3:16]. (2) Given the reactants [F:1][C:2]1[CH:3]=[C:4]([CH2:9][C:10]([OH:12])=O)[CH:5]=[C:6]([F:8])[CH:7]=1.[C:13](Cl)(=O)[C:14](Cl)=O.[Cl-].[Al+3].[Cl-].[Cl-].Cl, predict the reaction product. The product is: [F:8][C:6]1[CH:7]=[C:2]([F:1])[CH:3]=[C:4]2[C:5]=1[CH2:13][CH2:14][C:10](=[O:12])[CH2:9]2. (3) The product is: [CH:30]1([CH2:35][N:36]([C:37]2[CH:42]=[C:41]([C:43]([F:45])([F:46])[F:44])[CH:40]=[C:39]([O:47][CH3:48])[CH:38]=2)[C:8](=[O:19])[NH:9][C:10]2[S:11][C:12]([S:54][CH2:53][C:52]([OH:61])=[O:51])=[CH:13][N:14]=2)[CH2:31][CH2:32][CH2:33][CH2:34]1. Given the reactants C1(CN(C2C=CC(S(C)(=O)=O)=CC=2)[C:8](=[O:19])[NH:9][C:10]2[S:11][CH:12]=[C:13](CC(O)=O)[N:14]=2)CCCC1.[CH:30]1([CH2:35][NH:36][C:37]2[CH:42]=[C:41]([C:43]([F:46])([F:45])[F:44])[CH:40]=[C:39]([O:47][CH3:48])[CH:38]=2)[CH2:34][CH2:33][CH2:32][CH2:31]1.C([O:51][C:52](=[O:61])[CH2:53][S:54]C1SC(N)=NC=1)C, predict the reaction product. (4) Given the reactants [CH3:1][O:2][C:3]1[CH:4]=[C:5]([C:11]2[C:12](=[O:23])[O:13][C:14]3[C:19]([C:20]=2[CH3:21])=[CH:18][CH:17]=[C:16]([OH:22])[CH:15]=3)[CH:6]=[CH:7][C:8]=1[O:9][CH3:10].[I-].C[N+]1C=CN([C:31]([N:33]2[CH2:38][CH2:37][O:36][CH2:35][CH2:34]2)=[O:32])C=1, predict the reaction product. The product is: [CH3:1][O:2][C:3]1[CH:4]=[C:5]([C:11]2[C:12](=[O:23])[O:13][C:14]3[C:19]([C:20]=2[CH3:21])=[CH:18][CH:17]=[C:16]([O:22][C:31]([N:33]2[CH2:38][CH2:37][O:36][CH2:35][CH2:34]2)=[O:32])[CH:15]=3)[CH:6]=[CH:7][C:8]=1[O:9][CH3:10]. (5) Given the reactants Cl.[N:2]1([CH2:8][CH:9]=[CH:10][C:11]([OH:13])=O)[CH2:7][CH2:6][CH2:5][CH2:4][CH2:3]1.C(Cl)(=O)C([Cl:17])=O, predict the reaction product. The product is: [N:2]1([CH2:8][CH:9]=[CH:10][C:11]([Cl:17])=[O:13])[CH2:7][CH2:6][CH2:5][CH2:4][CH2:3]1. (6) Given the reactants [C:1]1([CH:7]([CH:9]([C:11]([NH2:13])=[O:12])[OH:10])[NH2:8])[CH:6]=[CH:5][CH:4]=[CH:3][CH:2]=1.[C:14]([C:22]([C:37]([OH:39])=[O:38])([OH:36])[C:23]([C:28](=[O:35])[C:29]1[CH:34]=[CH:33][CH:32]=[CH:31][CH:30]=1)([OH:27])[C:24]([OH:26])=[O:25])(=[O:21])[C:15]1[CH:20]=[CH:19][CH:18]=[CH:17][CH:16]=1, predict the reaction product. The product is: [C:28]([C:23]([C:24]([OH:26])=[O:25])([OH:27])[C:22]([C:14](=[O:21])[C:15]1[CH:20]=[CH:19][CH:18]=[CH:17][CH:16]=1)([OH:36])[C:37]([OH:39])=[O:38])(=[O:35])[C:29]1[CH:34]=[CH:33][CH:32]=[CH:31][CH:30]=1.[C:1]1([C@@H:7]([C@H:9]([C:11]([NH2:13])=[O:12])[OH:10])[NH2:8])[CH:2]=[CH:3][CH:4]=[CH:5][CH:6]=1. (7) Given the reactants [F:1][C:2]1[CH:7]=[C:6]([NH2:8])[CH:5]=[CH:4][C:3]=1[NH:9][CH2:10][CH2:11][CH2:12][CH2:13][CH2:14][CH3:15].C[Al](C)C.[NH:20](/[C:24](/[CH3:30])=[CH:25]\[C:26](OC)=[O:27])[C:21]([CH3:23])=O, predict the reaction product. The product is: [F:1][C:2]1[CH:7]=[C:6]([N:8]2[C:26](=[O:27])[CH:25]=[C:24]([CH3:30])[N:20]=[C:21]2[CH3:23])[CH:5]=[CH:4][C:3]=1[NH:9][CH2:10][CH2:11][CH2:12][CH2:13][CH2:14][CH3:15].